This data is from NCI-60 drug combinations with 297,098 pairs across 59 cell lines. The task is: Regression. Given two drug SMILES strings and cell line genomic features, predict the synergy score measuring deviation from expected non-interaction effect. (1) Drug 2: COC1=NC(=NC2=C1N=CN2C3C(C(C(O3)CO)O)O)N. Cell line: U251. Synergy scores: CSS=19.0, Synergy_ZIP=0.357, Synergy_Bliss=0.872, Synergy_Loewe=-51.0, Synergy_HSA=-1.73. Drug 1: CCC1=CC2CC(C3=C(CN(C2)C1)C4=CC=CC=C4N3)(C5=C(C=C6C(=C5)C78CCN9C7C(C=CC9)(C(C(C8N6C)(C(=O)OC)O)OC(=O)C)CC)OC)C(=O)OC.C(C(C(=O)O)O)(C(=O)O)O. (2) Drug 1: CCN(CC)CCNC(=O)C1=C(NC(=C1C)C=C2C3=C(C=CC(=C3)F)NC2=O)C. Drug 2: C1=CC=C(C(=C1)C(C2=CC=C(C=C2)Cl)C(Cl)Cl)Cl. Cell line: NCI-H460. Synergy scores: CSS=10.3, Synergy_ZIP=-2.42, Synergy_Bliss=3.29, Synergy_Loewe=-49.9, Synergy_HSA=2.51. (3) Drug 2: CN(CCCl)CCCl.Cl. Drug 1: CC1=C2C(C(=O)C3(C(CC4C(C3C(C(C2(C)C)(CC1OC(=O)C(C(C5=CC=CC=C5)NC(=O)OC(C)(C)C)O)O)OC(=O)C6=CC=CC=C6)(CO4)OC(=O)C)OC)C)OC. Synergy scores: CSS=33.1, Synergy_ZIP=-4.08, Synergy_Bliss=0.102, Synergy_Loewe=-4.59, Synergy_HSA=2.70. Cell line: T-47D. (4) Drug 1: C1=CC(=CC=C1CCC2=CNC3=C2C(=O)NC(=N3)N)C(=O)NC(CCC(=O)O)C(=O)O. Drug 2: CC12CCC3C(C1CCC2O)C(CC4=C3C=CC(=C4)O)CCCCCCCCCS(=O)CCCC(C(F)(F)F)(F)F. Cell line: MOLT-4. Synergy scores: CSS=63.2, Synergy_ZIP=0.174, Synergy_Bliss=-0.628, Synergy_Loewe=-15.4, Synergy_HSA=-1.78. (5) Drug 1: CC1=CC=C(C=C1)C2=CC(=NN2C3=CC=C(C=C3)S(=O)(=O)N)C(F)(F)F. Drug 2: CC1=C(C(=CC=C1)Cl)NC(=O)C2=CN=C(S2)NC3=CC(=NC(=N3)C)N4CCN(CC4)CCO. Cell line: NCIH23. Synergy scores: CSS=5.09, Synergy_ZIP=1.03, Synergy_Bliss=5.91, Synergy_Loewe=-1.48, Synergy_HSA=3.54. (6) Drug 1: CC1=C(C=C(C=C1)NC2=NC=CC(=N2)N(C)C3=CC4=NN(C(=C4C=C3)C)C)S(=O)(=O)N.Cl. Drug 2: C1CC(C1)(C(=O)O)C(=O)O.[NH2-].[NH2-].[Pt+2]. Cell line: KM12. Synergy scores: CSS=19.1, Synergy_ZIP=6.46, Synergy_Bliss=8.48, Synergy_Loewe=8.24, Synergy_HSA=9.00. (7) Drug 1: COC1=CC(=CC(=C1O)OC)C2C3C(COC3=O)C(C4=CC5=C(C=C24)OCO5)OC6C(C(C7C(O6)COC(O7)C8=CC=CS8)O)O. Drug 2: C1CN1P(=S)(N2CC2)N3CC3. Cell line: NCI-H522. Synergy scores: CSS=37.8, Synergy_ZIP=-1.83, Synergy_Bliss=0.115, Synergy_Loewe=-2.36, Synergy_HSA=4.93. (8) Drug 1: CC1=C(C(=CC=C1)Cl)NC(=O)C2=CN=C(S2)NC3=CC(=NC(=N3)C)N4CCN(CC4)CCO. Drug 2: C1=NNC2=C1C(=O)NC=N2. Cell line: KM12. Synergy scores: CSS=-5.53, Synergy_ZIP=14.1, Synergy_Bliss=6.86, Synergy_Loewe=0.280, Synergy_HSA=0.149. (9) Drug 1: COC1=C(C=C2C(=C1)N=CN=C2NC3=CC(=C(C=C3)F)Cl)OCCCN4CCOCC4. Drug 2: CCCCC(=O)OCC(=O)C1(CC(C2=C(C1)C(=C3C(=C2O)C(=O)C4=C(C3=O)C=CC=C4OC)O)OC5CC(C(C(O5)C)O)NC(=O)C(F)(F)F)O. Cell line: NCI-H322M. Synergy scores: CSS=34.4, Synergy_ZIP=-2.74, Synergy_Bliss=-5.23, Synergy_Loewe=-4.83, Synergy_HSA=-3.31.